This data is from Catalyst prediction with 721,799 reactions and 888 catalyst types from USPTO. The task is: Predict which catalyst facilitates the given reaction. (1) Reactant: [CH3:1][O:2][C:3](=[O:21])[C:4]1[C:9]([CH3:10])=[C:8]([C:11](=[NH:14])[NH:12][OH:13])[CH:7]=[C:6]([C:15]([CH3:18])([CH3:17])[CH3:16])[C:5]=1[O:19][CH3:20].C(N(C(C)C)CC)(C)C.[Cl:31][C:32]1[CH:40]=[CH:39][C:35]([C:36](Cl)=[O:37])=[CH:34][CH:33]=1. Product: [NH2:14][C:11](=[N:12][O:13][C:36](=[O:37])[C:35]1[CH:39]=[CH:40][C:32]([Cl:31])=[CH:33][CH:34]=1)[C:8]1[C:9]([CH3:10])=[C:4]([C:5]([O:19][CH3:20])=[C:6]([C:15]([CH3:17])([CH3:16])[CH3:18])[CH:7]=1)[C:3]([O:2][CH3:1])=[O:21]. The catalyst class is: 9. (2) Reactant: [OH:1][C:2]1[CH:3]=[N:4][CH:5]=[CH:6][CH:7]=1.[H-].[Na+].Br[CH2:11][CH2:12][Cl:13].[Na+].[Cl-]. Product: [Cl:13][CH2:12][CH2:11][O:1][C:2]1[CH:3]=[N:4][CH:5]=[CH:6][CH:7]=1. The catalyst class is: 35.